This data is from Forward reaction prediction with 1.9M reactions from USPTO patents (1976-2016). The task is: Predict the product of the given reaction. Given the reactants [CH3:1][C:2]1[C:7]([CH2:8]C#N)=[CH:6][C:5]([CH2:11][C:12]2[S:13][C:14]3[C:20]([F:21])=[CH:19][C:18]([F:22])=[C:17]([F:23])[C:15]=3[N:16]=2)=[C:4]([CH3:24])[N:3]=1.O.[C:26]([O-:29])(O)=[O:27].[Na+], predict the reaction product. The product is: [CH3:1][C:2]1[C:7]([CH2:8][C:26]([OH:29])=[O:27])=[CH:6][C:5]([CH2:11][C:12]2[S:13][C:14]3[C:20]([F:21])=[CH:19][C:18]([F:22])=[C:17]([F:23])[C:15]=3[N:16]=2)=[C:4]([CH3:24])[N:3]=1.